Dataset: Catalyst prediction with 721,799 reactions and 888 catalyst types from USPTO. Task: Predict which catalyst facilitates the given reaction. (1) Reactant: [NH2:1][C:2]1[N:10]=[C:9]([CH2:11][O:12][CH3:13])[CH:8]=[CH:7][C:3]=1[C:4]([OH:6])=O.[Cl:14][C:15]1[CH:20]=[CH:19][C:18]([O:21][C:22]2[CH:23]=[C:24]([CH:27]=[CH:28][CH:29]=2)[CH2:25][NH2:26])=[CH:17][CH:16]=1.C(N(CC)CC)C.CN([P+](ON1N=NC2C=CC=CC1=2)(N(C)C)N(C)C)C.F[P-](F)(F)(F)(F)F. Product: [Cl:14][C:15]1[CH:20]=[CH:19][C:18]([O:21][C:22]2[CH:23]=[C:24]([CH2:25][NH:26][C:4](=[O:6])[C:3]3[CH:7]=[CH:8][C:9]([CH2:11][O:12][CH3:13])=[N:10][C:2]=3[NH2:1])[CH:27]=[CH:28][CH:29]=2)=[CH:17][CH:16]=1. The catalyst class is: 136. (2) Reactant: O[CH2:2][C:3]([C:5]1[CH:10]=[CH:9][CH:8]=[CH:7][CH:6]=1)=[O:4].N1[CH:16]=[CH:15][CH:14]=[C:13]([CH:17]=O)[CH:12]=1.O([CH3:21])[Na]. Product: [C:13]1([CH:17]=[CH:2][C:3]([C:5]2[CH:10]=[CH:9][CH:8]=[CH:7][CH:6]=2)=[O:4])[CH:14]=[CH:15][CH:16]=[CH:21][CH:12]=1. The catalyst class is: 1. (3) Reactant: [NH2:1][C:2]1[C:3]([C:9]([OH:11])=O)=[N:4][C:5]([Br:8])=[CH:6][N:7]=1.[F:12][C:13]1[CH:19]=[CH:18][C:16]([NH2:17])=[CH:15][CH:14]=1.C(N(CC)C(C)C)(C)C.F[P-](F)(F)(F)(F)F.C[N+](C)=C(N(C)C)ON1C2N=CC=CC=2N=N1. Product: [NH2:1][C:2]1[C:3]([C:9]([NH:17][C:16]2[CH:18]=[CH:19][C:13]([F:12])=[CH:14][CH:15]=2)=[O:11])=[N:4][C:5]([Br:8])=[CH:6][N:7]=1. The catalyst class is: 42. (4) Reactant: [CH:1]1[C:10]2[C:5](=[CH:6][C:7]([C:11]([OH:13])=[O:12])=[CH:8][CH:9]=2)[CH:4]=[CH:3][C:2]=1[C:14]([OH:16])=[O:15].O.[OH-].[Li+:19]. Product: [CH:1]1[C:10]2[C:5](=[CH:6][C:7]([C:11]([O-:13])=[O:12])=[CH:8][CH:9]=2)[CH:4]=[CH:3][C:2]=1[C:14]([O-:16])=[O:15].[Li+:19].[Li+:19]. The catalyst class is: 5. (5) Reactant: [CH3:1][O:2][C:3]1[CH:8]=[CH:7][C:6]([C:9]2[N:10]([CH2:21][CH2:22][CH2:23][NH:24]C(=O)OC(C)(C)C)[C:11](=[N:14][C:15]3[CH:20]=[CH:19][CH:18]=[CH:17][CH:16]=3)[S:12][CH:13]=2)=[CH:5][CH:4]=1.Cl. Product: [NH2:24][CH2:23][CH2:22][CH2:21][N:10]1[C:9]([C:6]2[CH:7]=[CH:8][C:3]([O:2][CH3:1])=[CH:4][CH:5]=2)=[CH:13][S:12][C:11]1=[N:14][C:15]1[CH:20]=[CH:19][CH:18]=[CH:17][CH:16]=1. The catalyst class is: 12. (6) Reactant: Br[CH2:2][C:3]1[CH:4]=[C:5]2[C:10](=[CH:11][CH:12]=1)[C:9]([CH3:14])([CH3:13])[CH2:8][CH2:7][C:6]2([CH3:16])[CH3:15].Cl.[O:18]=[C:19]1[C:24]([C:25]([O:27][CH2:28][CH3:29])=[O:26])=[CH:23][CH:22]=[CH:21][NH:20]1.[H-].[Na+]. Product: [O:18]=[C:19]1[C:24]([C:25]([O:27][CH2:28][CH3:29])=[O:26])=[CH:23][CH:22]=[CH:21][N:20]1[CH2:2][C:3]1[CH:12]=[CH:11][C:10]2[C:9]([CH3:14])([CH3:13])[CH2:8][CH2:7][C:6]([CH3:16])([CH3:15])[C:5]=2[CH:4]=1. The catalyst class is: 3.